From a dataset of Full USPTO retrosynthesis dataset with 1.9M reactions from patents (1976-2016). Predict the reactants needed to synthesize the given product. (1) The reactants are: [F:1][C:2]1[CH:7]=[CH:6][C:5]([F:8])=[CH:4][C:3]=1[C:9]1[CH2:13][N:12]([C:14]([O:16]C(C)(C)C)=O)[C:11]([CH3:27])([C:21]2[CH:26]=[CH:25][CH:24]=[CH:23][CH:22]=2)[CH:10]=1.F[C:29](F)(F)C(O)=O.CCN(CC)CC.C(OC(=O)C)(=O)C. Given the product [C:14]([N:12]1[CH2:13][C:9]([C:3]2[CH:4]=[C:5]([F:8])[CH:6]=[CH:7][C:2]=2[F:1])=[CH:10][C:11]1([CH3:27])[C:21]1[CH:26]=[CH:25][CH:24]=[CH:23][CH:22]=1)(=[O:16])[CH3:29], predict the reactants needed to synthesize it. (2) Given the product [CH3:1][O:2][C:3]1[CH:11]=[C:10]2[C:6]([CH:7]=[C:8]([C:12]#[N:14])[NH:9]2)=[CH:5][C:4]=1[CH3:15], predict the reactants needed to synthesize it. The reactants are: [CH3:1][O:2][C:3]1[CH:11]=[C:10]2[C:6]([CH:7]=[C:8]([C:12]([NH2:14])=O)[NH:9]2)=[CH:5][C:4]=1[CH3:15].P(Cl)(Cl)(Cl)=O.C(Cl)(Cl)Cl. (3) Given the product [Cl:1][C:2]1[CH:9]=[CH:8][C:7]([N+:10]([O-:12])=[O:11])=[CH:6][C:3]=1[CH2:4][NH:17][CH2:16][C:15]([CH3:18])=[CH2:14], predict the reactants needed to synthesize it. The reactants are: [Cl:1][C:2]1[CH:9]=[CH:8][C:7]([N+:10]([O-:12])=[O:11])=[CH:6][C:3]=1[CH:4]=O.C[CH:14]=[CH:15][CH2:16][NH2:17].[CH3:18]C(O)=O.[BH-](OC(C)=O)(OC(C)=O)OC(C)=O.[Na+].